From a dataset of Forward reaction prediction with 1.9M reactions from USPTO patents (1976-2016). Predict the product of the given reaction. Given the reactants [CH3:1][N:2]1[C:10]2[C:5](=[CH:6][CH:7]=[CH:8][CH:9]=2)[C:4]([C:11]2[C:12](=[O:24])[NH:13][C:14](=[O:23])[C:15]=2[C:16]2[CH:21]=[CH:20][CH:19]=[C:18]([NH2:22])[CH:17]=2)=[CH:3]1.[CH3:25][C:26]1([CH3:33])[O:31][CH2:30][C:29](=O)[CH2:28][O:27]1.[BH3-]C#N.[Na+], predict the reaction product. The product is: [CH3:1][N:2]1[C:10]2[C:5](=[CH:6][CH:7]=[CH:8][CH:9]=2)[C:4]([C:11]2[C:12](=[O:24])[NH:13][C:14](=[O:23])[C:15]=2[C:16]2[CH:21]=[CH:20][CH:19]=[C:18]([NH:22][CH:29]3[CH2:30][O:31][C:26]([CH3:33])([CH3:25])[O:27][CH2:28]3)[CH:17]=2)=[CH:3]1.